This data is from Forward reaction prediction with 1.9M reactions from USPTO patents (1976-2016). The task is: Predict the product of the given reaction. Given the reactants [Cl-].[Ce+3].[Cl-].[Cl-].C[Li].CCO[CH2:10][CH3:11].C(C1C=[CH:18][CH:17]=[CH:16][N:15]=1)#N.C(=O)=O.[OH-].[NH4+:24].[CH2:25]1[CH2:29]OC[CH2:26]1, predict the reaction product. The product is: [CH3:26][C:25]([NH2:24])([C:11]1[CH:10]=[CH:18][CH:17]=[CH:16][N:15]=1)[CH3:29].